Dataset: Full USPTO retrosynthesis dataset with 1.9M reactions from patents (1976-2016). Task: Predict the reactants needed to synthesize the given product. (1) Given the product [ClH:1].[NH2:2][C:3]1[N:8]=[CH:7][C:6](/[CH:9]=[CH:10]/[C:11]([N:24]([CH2:46][C:45]2[CH:49]=[CH:50][CH:51]=[C:43]([O:42][CH3:41])[C:44]=2[O:52][CH2:53][CH2:54][CH3:55])[CH3:23])=[O:13])=[CH:5][C:4]=1[CH2:14][N:15]1[CH2:20][CH2:19][N:18]([CH3:21])[CH2:17][CH2:16]1, predict the reactants needed to synthesize it. The reactants are: [ClH:1].[NH2:2][C:3]1[N:8]=[CH:7][C:6](/[CH:9]=[CH:10]/[C:11]([OH:13])=O)=[CH:5][C:4]=1[CH2:14][N:15]1[CH2:20][CH2:19][N:18]([CH3:21])[CH2:17][CH2:16]1.Cl.[CH3:23][N:24]1CC2C=C(/C=C/C(O)=O)C=NC=2NC(=O)C1.[CH3:41][O:42][C:43]1[C:44]([O:52][CH2:53][CH2:54][CH3:55])=[C:45]([CH:49]=[CH:50][CH:51]=1)[CH2:46]CN.CNCC1C=CC2C(=CC=CC=2)C=1CCC. (2) Given the product [C:16]1([C:17]([O:19][CH3:20])=[O:18])[N:15]=[CH:14][N:11]2[CH2:12][CH2:13][N:8]([C:29]([O:31][C:32]([CH3:33])([CH3:34])[CH3:35])=[O:30])[CH2:9][C:10]=12, predict the reactants needed to synthesize it. The reactants are: C([N:8]1[CH2:13][CH2:12][N:11]2[CH:14]=[N:15][C:16]([C:17]([O:19][CH3:20])=[O:18])=[C:10]2[CH2:9]1)C1C=CC=CC=1.[C:29](O[C:29]([O:31][C:32]([CH3:35])([CH3:34])[CH3:33])=[O:30])([O:31][C:32]([CH3:35])([CH3:34])[CH3:33])=[O:30]. (3) Given the product [OH:1][C:2]1[C:3]([C:14]([NH2:16])=[O:15])=[N:4][C:5]([C:9]([OH:11])=[O:10])=[C:6]([OH:8])[N:7]=1, predict the reactants needed to synthesize it. The reactants are: [OH:1][C:2]1[C:3]([C:14]([NH2:16])=[O:15])=[N:4][C:5]([C:9]([O:11]CC)=[O:10])=[C:6]([OH:8])[N:7]=1.[OH-].[Na+].Cl. (4) Given the product [CH3:30][N:31]([CH3:35])[C:32]([N:25]1[CH2:24][CH2:23][CH:22]([NH:21][S:20]([C:13]2[C:14]3[C:19](=[CH:18][CH:17]=[CH:16][CH:15]=3)[C:10]([C:8](=[O:9])[N:7]([CH:1]3[CH2:6][CH2:5][CH2:4][CH2:3][CH2:2]3)[CH3:37])=[CH:11][CH:12]=2)(=[O:29])=[O:28])[CH2:27][CH2:26]1)=[O:33], predict the reactants needed to synthesize it. The reactants are: [CH:1]1([NH:7][C:8]([C:10]2[C:19]3[C:14](=[CH:15][CH:16]=[CH:17][CH:18]=3)[C:13]([S:20](=[O:29])(=[O:28])[NH:21][CH:22]3[CH2:27][CH2:26][NH:25][CH2:24][CH2:23]3)=[CH:12][CH:11]=2)=[O:9])[CH2:6][CH2:5][CH2:4][CH2:3][CH2:2]1.[CH3:30][N:31]([CH3:35])[C:32](Cl)=[O:33].Cl[C:37](OCC)=O. (5) Given the product [CH3:16][S:17][C:2]1[CH:3]=[CH:4][CH:5]=[C:6]2[C:10]=1[NH:9][CH:8]=[CH:7]2, predict the reactants needed to synthesize it. The reactants are: Br[C:2]1[CH:3]=[CH:4][CH:5]=[C:6]2[C:10]=1[NH:9][CH:8]=[CH:7]2.[Li]CCCC.[CH3:16][S:17]SC.